Dataset: Catalyst prediction with 721,799 reactions and 888 catalyst types from USPTO. Task: Predict which catalyst facilitates the given reaction. (1) Reactant: [Br:1][C:2]1[CH:3]=[N:4][C:5]([C:8]2[CH:13]=[CH:12][C:11]([CH2:14][C@H:15]([NH:23][C:24]([C:26]3[S:27][C:28]([C:31]([CH3:34])([CH3:33])[CH3:32])=[CH:29][CH:30]=3)=[O:25])[C:16]([O:18]CCCC)=[O:17])=[CH:10][CH:9]=2)=[N:6][CH:7]=1.C(O)(C(F)(F)F)=O. Product: [Br:1][C:2]1[CH:7]=[N:6][C:5]([C:8]2[CH:9]=[CH:10][C:11]([CH2:14][C@H:15]([NH:23][C:24]([C:26]3[S:27][C:28]([C:31]([CH3:34])([CH3:33])[CH3:32])=[CH:29][CH:30]=3)=[O:25])[C:16]([OH:18])=[O:17])=[CH:12][CH:13]=2)=[N:4][CH:3]=1. The catalyst class is: 2. (2) Reactant: [Cl:1][C:2]1[S:6][C:5]([C:7]2[NH:8][C:9]([CH2:18]O)=[C:10]([C:12]3[CH:13]=[N:14][CH:15]=[CH:16][CH:17]=3)[N:11]=2)=[CH:4][CH:3]=1.S(Cl)([Cl:22])=O. Product: [ClH:1].[ClH:22].[Cl:1][C:2]1[S:6][C:5]([C:7]2[NH:8][C:9]([CH2:18][Cl:22])=[C:10]([C:12]3[CH:13]=[N:14][CH:15]=[CH:16][CH:17]=3)[N:11]=2)=[CH:4][CH:3]=1. The catalyst class is: 2. (3) Reactant: [NH:1]1[CH:5]=[CH:4][C:3]([CH:6]=[O:7])=[N:2]1.[H-].[Na+].[C:10]1([CH3:20])[CH:15]=[CH:14][C:13]([S:16](Cl)(=[O:18])=[O:17])=[CH:12][CH:11]=1. Product: [C:10]1([CH3:20])[CH:15]=[CH:14][C:13]([S:16]([N:1]2[CH:5]=[CH:4][C:3]([CH:6]=[O:7])=[N:2]2)(=[O:18])=[O:17])=[CH:12][CH:11]=1. The catalyst class is: 20. (4) Reactant: F[P-](F)(F)(F)(F)F.N1(O[P+](N(C)C)(N(C)C)N(C)C)C2C=CC=CC=2N=N1.[Cl:28][C:29]1[CH:34]=[CH:33][C:32]([C:35]([CH3:40])([CH3:39])[C:36]([OH:38])=O)=[CH:31][CH:30]=1.CN1CCOCC1.[C@@H:48]1([CH2:58][OH:59])[C:57]2[C:52](=[CH:53][CH:54]=[CH:55][CH:56]=2)[CH2:51][CH2:50][NH:49]1.CN(C=O)C.C(O)(C(F)(F)F)=O. Product: [Cl:28][C:29]1[CH:30]=[CH:31][C:32]([C:35]([CH3:40])([CH3:39])[C:36]([N:49]2[CH2:50][CH2:51][C:52]3[C:57](=[CH:56][CH:55]=[CH:54][CH:53]=3)[C@H:48]2[CH2:58][OH:59])=[O:38])=[CH:33][CH:34]=1. The catalyst class is: 16.